This data is from Reaction yield outcomes from USPTO patents with 853,638 reactions. The task is: Predict the reaction yield, written as a fraction of the theoretical maximum amount of product (1.0 means a 100% yield; for example, 0.34 means a 34% yield). (1) The reactants are Cl.Cl.[NH2:3][CH2:4][CH:5]([C:7]1[CH:12]=[CH:11][N:10]=[C:9]([S:13][CH3:14])[N:8]=1)[OH:6].[C:15]([O:19][C:20]([N:22]1[CH2:27][CH2:26][C:25](=O)[CH2:24][CH2:23]1)=[O:21])([CH3:18])([CH3:17])[CH3:16].CC(O)=O.C(O[BH-](OC(=O)C)OC(=O)C)(=O)C.[Na+]. The catalyst is C1COCC1.CO. The product is [C:15]([O:19][C:20]([N:22]1[CH2:27][CH2:26][CH:25]([NH:3][CH2:4][CH:5]([OH:6])[C:7]2[CH:12]=[CH:11][N:10]=[C:9]([S:13][CH3:14])[N:8]=2)[CH2:24][CH2:23]1)=[O:21])([CH3:18])([CH3:16])[CH3:17]. The yield is 0.578. (2) The reactants are Br[C:2]1[CH:3]=[N:4][CH:5]=[CH:6][CH:7]=1.[CH3:8][CH:9]([OH:13])[CH2:10][CH:11]=[CH2:12].C(N(CC)CC)C.C(#N)C. The catalyst is O.C([O-])(=O)C.[Pd+2].C([O-])(=O)C.C1(C)C=CC=CC=1P(C1C=CC=CC=1C)C1C=CC=CC=1C. The product is [N:4]1[CH:5]=[CH:6][CH:7]=[C:2](/[CH:12]=[CH:11]/[CH2:10][CH:9]([OH:13])[CH3:8])[CH:3]=1. The yield is 0.810. (3) The reactants are C([O-])([O-])=O.[Cs+].[Cs+].[Br:7][C:8]1[C:9]([C:15]([O:17][C:18]([CH3:21])([CH3:20])[CH3:19])=[O:16])=[N:10][C:11](Cl)=[CH:12][CH:13]=1.Cl.Cl.[S:24]1[C:28]2[CH:29]=[CH:30][CH:31]=[CH:32][C:27]=2[N:26]=[C:25]1[NH:33][C:34]([C:36]1[CH:37]=[CH:38][CH:39]=[C:40]2[C:45]=1[CH2:44][NH:43][CH2:42][CH2:41]2)=[O:35]. The catalyst is C(OCC)(=O)C.C(O)(=O)CC(CC(O)=O)(C(O)=O)O. The product is [S:24]1[C:28]2[CH:29]=[CH:30][CH:31]=[CH:32][C:27]=2[N:26]=[C:25]1[NH:33][C:34]([C:36]1[CH:37]=[CH:38][CH:39]=[C:40]2[C:45]=1[CH2:44][N:43]([C:11]1[N:10]=[C:9]([C:15]([O:17][C:18]([CH3:21])([CH3:20])[CH3:19])=[O:16])[C:8]([Br:7])=[CH:13][CH:12]=1)[CH2:42][CH2:41]2)=[O:35]. The yield is 0.800. (4) The reactants are C1C=CC(P(C2C=CC=CC=2)C2C=CC=CC=2)=CC=1.[Br:20][CH2:21][CH2:22][CH2:23][OH:24].[CH3:25][O:26][C:27](=[O:39])[C:28]1[CH:33]=[C:32]([Cl:34])[C:31]([N+:35]([O-:37])=[O:36])=[CH:30][C:29]=1O. The catalyst is C1COCC1.CC(OC(/N=N/C(OC(C)C)=O)=O)C. The product is [CH3:25][O:26][C:27](=[O:39])[C:28]1[CH:33]=[C:32]([Cl:34])[C:31]([N+:35]([O-:37])=[O:36])=[CH:30][C:29]=1[O:24][CH2:23][CH2:22][CH2:21][Br:20]. The yield is 0.458. (5) The reactants are [NH2:1][C:2]1[CH:7]=[CH:6][C:5]([N:8]2[C:12](=[O:13])[C:11]([CH3:15])([CH3:14])[N:10]([CH2:16][CH2:17][CH2:18][CH2:19][CH2:20][CH2:21][CH2:22][CH2:23][CH2:24][S:25][CH2:26][CH2:27][CH2:28][C:29]([F:35])([F:34])[C:30]([F:33])([F:32])[F:31])[C:9]2=[O:36])=[CH:4][C:3]=1[CH3:37].CCN(CC)CC.Cl[S:46]([N:49]=[C:50]=[O:51])(=[O:48])=[O:47].[CH3:52][C:53]([OH:56])([CH3:55])[CH3:54]. The catalyst is C(Cl)Cl. The product is [CH3:14][C:11]1([CH3:15])[C:12](=[O:13])[N:8]([C:5]2[CH:6]=[CH:7][C:2]([NH:1][S:46]([NH:49][C:50](=[O:51])[O:56][C:53]([CH3:55])([CH3:54])[CH3:52])(=[O:48])=[O:47])=[C:3]([CH3:37])[CH:4]=2)[C:9](=[O:36])[N:10]1[CH2:16][CH2:17][CH2:18][CH2:19][CH2:20][CH2:21][CH2:22][CH2:23][CH2:24][S:25][CH2:26][CH2:27][CH2:28][C:29]([F:35])([F:34])[C:30]([F:33])([F:31])[F:32]. The yield is 0.850. (6) The reactants are Cl[C:2]1[CH:7]=[CH:6][C:5]([C:8]([NH:10][C:11]2[S:12][C:13]([C:21](=[O:28])[C:22]3[CH:27]=[CH:26][CH:25]=[CH:24][CH:23]=3)=[C:14]([C:16]3[O:17][CH:18]=[CH:19][CH:20]=3)[N:15]=2)=[O:9])=[CH:4][N:3]=1.[OH2:29]. The catalyst is N1CCOCC1. The product is [C:21]([C:13]1[S:12][C:11]([NH:10][C:8]([C:5]2[CH:6]=[CH:7][C:2]([N:3]3[CH2:4][CH2:5][O:29][CH2:7][CH2:2]3)=[N:3][CH:4]=2)=[O:9])=[N:15][C:14]=1[C:16]1[O:17][CH:18]=[CH:19][CH:20]=1)(=[O:28])[C:22]1[CH:27]=[CH:26][CH:25]=[CH:24][CH:23]=1. The yield is 0.720. (7) The reactants are [C:1]([O:5][C:6](=[O:16])[NH:7][C@H:8]([CH:13]([CH3:15])[CH3:14])[C:9](=[O:12])[CH:10]=[CH2:11])([CH3:4])([CH3:3])[CH3:2].I[C:18]1[CH:19]=[C:20]([O:24][CH3:25])[CH:21]=[CH:22][CH:23]=1.C(N(CC)CC)C. The catalyst is C(#N)C.C([O-])(=O)C.[Pd+2].C([O-])(=O)C. The product is [C:1]([O:5][C:6](=[O:16])[NH:7][C@H:8]([CH:13]([CH3:14])[CH3:15])[C:9](=[O:12])/[CH:10]=[CH:11]/[C:18]1[CH:23]=[CH:22][CH:21]=[C:20]([O:24][CH3:25])[CH:19]=1)([CH3:4])([CH3:3])[CH3:2]. The yield is 0.880. (8) The reactants are C[O:2][C:3](=[O:27])[CH:4]([C:11]1[CH:16]=[CH:15][C:14]([S:17]([CH3:20])(=[O:19])=[O:18])=[C:13]([N:21]2[C:25]([CH3:26])=[N:24][N:23]=[N:22]2)[CH:12]=1)[CH2:5][CH:6]1[CH2:10][CH2:9][CH2:8][CH2:7]1.[OH-].[Na+]. The catalyst is C(O)C. The product is [CH:6]1([CH2:5][CH:4]([C:11]2[CH:16]=[CH:15][C:14]([S:17]([CH3:20])(=[O:18])=[O:19])=[C:13]([N:21]3[C:25]([CH3:26])=[N:24][N:23]=[N:22]3)[CH:12]=2)[C:3]([OH:27])=[O:2])[CH2:10][CH2:9][CH2:8][CH2:7]1. The yield is 0.890.